From a dataset of CYP2C9 inhibition data for predicting drug metabolism from PubChem BioAssay. Regression/Classification. Given a drug SMILES string, predict its absorption, distribution, metabolism, or excretion properties. Task type varies by dataset: regression for continuous measurements (e.g., permeability, clearance, half-life) or binary classification for categorical outcomes (e.g., BBB penetration, CYP inhibition). Dataset: cyp2c9_veith. (1) The drug is Cc1nc2cnc(N(C)C)nc2n(CCc2ccccc2)c1=O. The result is 1 (inhibitor). (2) The result is 0 (non-inhibitor). The compound is OCCN1CCOCCOCCN(CCO)CCN(CCO)CC1. (3) The compound is O=c1[nH][nH]c(C(F)(F)F)c1C=Nc1ccccc1Cl. The result is 0 (non-inhibitor). (4) The compound is O=C(O)C[C@H]1NCc2cc3ccccc3nc21. The result is 0 (non-inhibitor). (5) The compound is Clc1ccc(CC[C@H](Cn2ccnc2)Sc2c(Cl)cccc2Cl)cc1. The result is 1 (inhibitor). (6) The compound is CN1CCCN=C1/C=C\c1cccs1.O=C(O)[C@@H](O)[C@@H](O)C(=O)O. The result is 0 (non-inhibitor). (7) The molecule is Cc1c(Cl)c([N+](=O)[O-])nn1Cc1ccc(C(=O)N/N=C\c2cccc(Br)c2)o1. The result is 1 (inhibitor).